Predict the product of the given reaction. From a dataset of Forward reaction prediction with 1.9M reactions from USPTO patents (1976-2016). (1) The product is: [CH:1]1[C:13]2[CH:12]([CH2:14][O:15][C:16](=[O:17])[NH:18][C@H:19]([C:20](=[O:21])[NH:22][C@H:23]([C:24](=[O:25])[NH:38][C:39]3[CH:44]=[CH:43][C:42]([CH2:45][OH:46])=[CH:41][CH:40]=3)[CH2:27][CH2:28][CH2:29][CH3:30])[CH2:31][C:32]3[CH:33]=[CH:34][CH:35]=[CH:36][CH:37]=3)[C:11]3[C:6](=[CH:7][CH:8]=[CH:9][CH:10]=3)[C:5]=2[CH:4]=[CH:3][CH:2]=1. Given the reactants [CH:1]1[C:13]2[CH:12]([CH2:14][O:15][C:16]([NH:18][C@@H:19]([CH2:31][C:32]3[CH:37]=[CH:36][CH:35]=[CH:34][CH:33]=3)[C:20]([NH:22][C@@H:23]([CH2:27][CH2:28][CH2:29][CH3:30])[C:24](O)=[O:25])=[O:21])=[O:17])[C:11]3[C:6](=[CH:7][CH:8]=[CH:9][CH:10]=3)[C:5]=2[CH:4]=[CH:3][CH:2]=1.[NH2:38][C:39]1[CH:44]=[CH:43][C:42]([CH2:45][OH:46])=[CH:41][CH:40]=1.C(OC1C=CC2C(=CC=CC=2)N1C(OCC)=O)C, predict the reaction product. (2) Given the reactants [CH3:1][O:2][C:3]1[N:8]=[CH:7][C:6]([CH2:9][C:10]2[C:11](=[O:18])[N:12]=[C:13](SC)[NH:14][CH:15]=2)=[CH:5][N:4]=1.[Cl:19][C:20]1[CH:35]=[CH:34][C:23]([O:24][C:25]2[CH:30]=[CH:29][C:28]([CH2:31][CH2:32][NH2:33])=[CH:27][CH:26]=2)=[CH:22][CH:21]=1, predict the reaction product. The product is: [Cl:19][C:20]1[CH:35]=[CH:34][C:23]([O:24][C:25]2[CH:30]=[CH:29][C:28]([CH2:31][CH2:32][NH:33][C:13]3[NH:14][CH:15]=[C:10]([CH2:9][C:6]4[CH:5]=[N:4][C:3]([O:2][CH3:1])=[N:8][CH:7]=4)[C:11](=[O:18])[N:12]=3)=[CH:27][CH:26]=2)=[CH:22][CH:21]=1. (3) Given the reactants [N:1]1[CH:6]=[CH:5][CH:4]=[CH:3][C:2]=1[CH2:7][N:8]1[C:16]2[C:11](=[CH:12][C:13]([NH:17][C:18]3[C:27]4[C:22](=[CH:23][CH:24]=[CH:25][C:26]=4[O:28][C@@H:29]([CH3:34])[C:30](OC)=[O:31])[N:21]=[CH:20][N:19]=3)=[CH:14][CH:15]=2)[CH:10]=[N:9]1.[CH3:35][NH2:36], predict the reaction product. The product is: [CH3:35][NH:36][C:30](=[O:31])[C@@H:29]([O:28][C:26]1[CH:25]=[CH:24][CH:23]=[C:22]2[C:27]=1[C:18]([NH:17][C:13]1[CH:12]=[C:11]3[C:16](=[CH:15][CH:14]=1)[N:8]([CH2:7][C:2]1[CH:3]=[CH:4][CH:5]=[CH:6][N:1]=1)[N:9]=[CH:10]3)=[N:19][CH:20]=[N:21]2)[CH3:34]. (4) Given the reactants [Cl:1][C:2]1[C:3]([F:32])=[C:4]([CH:29]=[CH:30][CH:31]=1)[NH:5][C:6]1[C:15]2[C:10](=[CH:11][C:12]([O:27][CH3:28])=[C:13]([O:16][CH2:17][C@@H:18]3[CH2:22][CH2:21][CH2:20][N:19]3[C:23](=[O:26])[CH2:24]Cl)[CH:14]=2)[N:9]=[CH:8][N:7]=1.[I-].[K+].[NH:35]1[CH2:40][CH2:39][O:38][CH2:37][CH2:36]1, predict the reaction product. The product is: [Cl:1][C:2]1[C:3]([F:32])=[C:4]([CH:29]=[CH:30][CH:31]=1)[NH:5][C:6]1[C:15]2[C:10](=[CH:11][C:12]([O:27][CH3:28])=[C:13]([O:16][CH2:17][C@@H:18]3[CH2:22][CH2:21][CH2:20][N:19]3[C:23](=[O:26])[CH2:24][N:35]3[CH2:40][CH2:39][O:38][CH2:37][CH2:36]3)[CH:14]=2)[N:9]=[CH:8][N:7]=1.